Dataset: Forward reaction prediction with 1.9M reactions from USPTO patents (1976-2016). Task: Predict the product of the given reaction. (1) Given the reactants [CH3:1][CH:2]1[CH2:7][CH2:6][N:5]([C:8]2[CH:13]=[C:12]([CH:14]3[CH2:19][CH2:18][NH:17][CH2:16][CH2:15]3)[CH:11]=[CH:10][C:9]=2[NH:20][C:21]([C:23]2[NH:24][CH:25]=[C:26]([C:28]#[N:29])[CH:27]=2)=[O:22])[CH2:4][CH2:3]1.[F:30][C:31]([F:36])([F:35])[C:32](O)=O.FC(F)(F)COS(C(F)(F)F)(=O)=O.C([O-])([O-])=O.[Na+].[Na+], predict the reaction product. The product is: [CH3:1][CH:2]1[CH2:7][CH2:6][N:5]([C:8]2[CH:13]=[C:12]([CH:14]3[CH2:19][CH2:18][N:17]([CH2:32][C:31]([F:36])([F:35])[F:30])[CH2:16][CH2:15]3)[CH:11]=[CH:10][C:9]=2[NH:20][C:21]([C:23]2[NH:24][CH:25]=[C:26]([C:28]#[N:29])[CH:27]=2)=[O:22])[CH2:4][CH2:3]1. (2) Given the reactants [Cl:1][C:2]1[CH:7]=[CH:6][C:5]([CH:8]([C:17]2[C:25]3[C:20](=[C:21]([CH2:26][S:27][CH3:28])[CH:22]=[CH:23][CH:24]=3)[NH:19][CH:18]=2)[C:9]2[CH:16]=[CH:15][C:12]([C:13]#[N:14])=[CH:11][CH:10]=2)=[CH:4][CH:3]=1.ClC1C=CC(C(C2C=CC(Cl)=CC=2)C2C3C(=C(CS(C)=[O:48])C=CC=3)NC=2)=CC=1, predict the reaction product. The product is: [Cl:1][C:2]1[CH:3]=[CH:4][C:5]([CH:8]([C:17]2[C:25]3[C:20](=[C:21]([CH2:26][S:27]([CH3:28])=[O:48])[CH:22]=[CH:23][CH:24]=3)[NH:19][CH:18]=2)[C:9]2[CH:10]=[CH:11][C:12]([C:13]#[N:14])=[CH:15][CH:16]=2)=[CH:6][CH:7]=1. (3) The product is: [C:1]([N:8]1[CH2:13][CH2:12][CH:11]([C:14]2[NH:31][N:30]=[N:29][N:15]=2)[CH2:10][CH2:9]1)([O:3][C:4]([CH3:7])([CH3:6])[CH3:5])=[O:2]. Given the reactants [C:1]([N:8]1[CH2:13][CH2:12][CH:11]([C:14]#[N:15])[CH2:10][CH2:9]1)([O:3][C:4]([CH3:7])([CH3:6])[CH3:5])=[O:2].C([Sn]([N:29]=[N+:30]=[N-:31])(CCCC)CCCC)CCC, predict the reaction product. (4) Given the reactants Cl.[CH:2]1([CH:7]([C:9]2[CH:14]=[CH:13][C:12]([F:15])=[CH:11][CH:10]=2)[NH2:8])[CH2:6][CH2:5][CH2:4][CH2:3]1.[N:16]1[CH:21]=[CH:20][CH:19]=[CH:18][C:17]=1[CH:22]=O.C(N(CC)CC)C, predict the reaction product. The product is: [CH:2]1([CH:7]([C:9]2[CH:14]=[CH:13][C:12]([F:15])=[CH:11][CH:10]=2)[NH:8][CH2:22][C:17]2[CH:18]=[CH:19][CH:20]=[CH:21][N:16]=2)[CH2:3][CH2:4][CH2:5][CH2:6]1. (5) Given the reactants [Br:1][C:2]1[C:3]([O:12][C@H:13]2[CH2:17][NH:16][C@H:15]([C:18]([OH:20])=[O:19])[CH2:14]2)=[N:4][C:5]2[C:10]([CH:11]=1)=[CH:9][CH:8]=[CH:7][CH:6]=2.C(O)(C(F)(F)F)=O.C(=O)([O-])[O-].[K+].[K+].[C:34](Cl)(=[O:50])[O:35][CH2:36][CH:37]1[C:49]2[CH:48]=[CH:47][CH:46]=[CH:45][C:44]=2[C:43]2[C:38]1=[CH:39][CH:40]=[CH:41][CH:42]=2, predict the reaction product. The product is: [CH:48]1[C:49]2[CH:37]([CH2:36][O:35][C:34]([N:16]3[CH2:17][C@H:13]([O:12][C:3]4[C:2]([Br:1])=[CH:11][C:10]5[C:5](=[CH:6][CH:7]=[CH:8][CH:9]=5)[N:4]=4)[CH2:14][C@H:15]3[C:18]([OH:20])=[O:19])=[O:50])[C:38]3[C:43](=[CH:42][CH:41]=[CH:40][CH:39]=3)[C:44]=2[CH:45]=[CH:46][CH:47]=1. (6) Given the reactants [Cl:1][C:2]1[C:7]([CH3:8])=[CH:6][C:5]([S:9]([NH:12][C:13]2[CH:14]=[C:15]([C:19]3[CH:24]=[CH:23][C:22]([C:25](O)=[O:26])=[CH:21][CH:20]=3)[CH:16]=[CH:17][CH:18]=2)(=[O:11])=[O:10])=[C:4]([CH3:28])[CH:3]=1.[NH2:29][CH2:30][C:31]([CH3:34])([OH:33])[CH3:32], predict the reaction product. The product is: [OH:33][C:31]([CH3:34])([CH3:32])[CH2:30][NH:29][C:25]([C:22]1[CH:23]=[CH:24][C:19]([C:15]2[CH:16]=[CH:17][CH:18]=[C:13]([NH:12][S:9]([C:5]3[CH:6]=[C:7]([CH3:8])[C:2]([Cl:1])=[CH:3][C:4]=3[CH3:28])(=[O:11])=[O:10])[CH:14]=2)=[CH:20][CH:21]=1)=[O:26].